Predict the reactants needed to synthesize the given product. From a dataset of Retrosynthesis with 50K atom-mapped reactions and 10 reaction types from USPTO. (1) Given the product COc1cc2ncnc(N3CCSC(c4ccccc4)C3)c2cc1OC, predict the reactants needed to synthesize it. The reactants are: COc1cc2ncnc(Cl)c2cc1OC.c1ccc(C2CNCCS2)cc1. (2) The reactants are: CC(C)(O)Cn1ccc(N)n1.O=C(O)C(CC1CCCC1)n1ncc(Oc2ccccc2C(=O)N2CCCC2)cc1=O. Given the product CC(C)(O)Cn1ccc(NC(=O)C(CC2CCCC2)n2ncc(Oc3ccccc3C(=O)N3CCCC3)cc2=O)n1, predict the reactants needed to synthesize it.